Dataset: Forward reaction prediction with 1.9M reactions from USPTO patents (1976-2016). Task: Predict the product of the given reaction. (1) The product is: [BrH:17].[CH2:1]([N:8]1[CH2:9][CH2:10][N:11]([C:14]2[S:16][C:18]([CH2:19][C:20]([O:22][CH3:23])=[O:21])=[C:24]([C:25]3[CH:30]=[CH:29][CH:28]=[CH:27][CH:26]=3)[N:15]=2)[CH2:12][CH2:13]1)[C:2]1[CH:3]=[CH:4][CH:5]=[CH:6][CH:7]=1. Given the reactants [CH2:1]([N:8]1[CH2:13][CH2:12][N:11]([C:14](=[S:16])[NH2:15])[CH2:10][CH2:9]1)[C:2]1[CH:7]=[CH:6][CH:5]=[CH:4][CH:3]=1.[Br:17][CH:18]([C:24](=O)[C:25]1[CH:30]=[CH:29][CH:28]=[CH:27][CH:26]=1)[CH2:19][C:20]([O:22][CH3:23])=[O:21], predict the reaction product. (2) Given the reactants [Si]([O:8][C@H:9]1[CH2:14][CH2:13][C@H:12]([N:15]2[CH:19]=[C:18]([C:20]3[CH:25]=[N:24][C:23]([NH:26][CH3:27])=[C:22]4[O:28][C:29](Cl)=[CH:30][C:21]=34)[CH:17]=[N:16]2)[CH2:11][CH2:10]1)(C(C)(C)C)(C)C.CC1(C)C(C)(C)OB([C:40]2[C:48]3[C:43](=[CH:44][N:45]=[CH:46][CH:47]=3)[S:42][CH:41]=2)O1.C(=O)([O-])[O-].[Na+].[Na+].Cl, predict the reaction product. The product is: [CH3:27][NH:26][C:23]1[N:24]=[CH:25][C:20]([C:18]2[CH:17]=[N:16][N:15]([C@H:12]3[CH2:11][CH2:10][C@H:9]([OH:8])[CH2:14][CH2:13]3)[CH:19]=2)=[C:21]2[CH:30]=[C:29]([C:40]3[C:48]4[C:43](=[CH:44][N:45]=[CH:46][CH:47]=4)[S:42][CH:41]=3)[O:28][C:22]=12. (3) Given the reactants [BH4-].[Na+].[Cl-].[Li+].C[O:6][C:7](=O)[CH:8]=[CH:9][C:10]1[CH:22]=[CH:21][C:20]2[C:19]3[C:14](=[CH:15][C:16]([CH:23]=[CH:24][C:25](OC)=[O:26])=[CH:17][CH:18]=3)[CH2:13][C:12]=2[CH:11]=1.Cl, predict the reaction product. The product is: [OH:6][CH2:7][CH2:8][CH2:9][C:10]1[CH:11]=[C:12]2[C:20]([C:19]3[CH:18]=[CH:17][C:16]([CH2:23][CH2:24][CH2:25][OH:26])=[CH:15][C:14]=3[CH2:13]2)=[CH:21][CH:22]=1.